From a dataset of Forward reaction prediction with 1.9M reactions from USPTO patents (1976-2016). Predict the product of the given reaction. (1) Given the reactants [O:1]1[C:5]2([CH2:10][CH2:9][CH:8]([CH:11]=[O:12])[CH2:7][CH2:6]2)[O:4][CH2:3][CH2:2]1.[CH:13]1([Mg]Br)[CH2:15][CH2:14]1, predict the reaction product. The product is: [CH:13]1([CH:11]([CH:8]2[CH2:9][CH2:10][C:5]3([O:4][CH2:3][CH2:2][O:1]3)[CH2:6][CH2:7]2)[OH:12])[CH2:15][CH2:14]1. (2) Given the reactants [C:1]([NH:5][C:6]([C:8]1[C:16]2[C:11](=[N:12][CH:13]=[C:14]([C:17]3[C:25]4[C:20](=[CH:21][CH:22]=[C:23]([O:26][CH:27]([F:29])[F:28])[CH:24]=4)[N:19]([CH:30]4[CH2:35][CH2:34][N:33]([CH3:36])[CH2:32][CH2:31]4)[N:18]=3)[N:15]=2)[N:10](COCC[Si](C)(C)C)[CH:9]=1)=[O:7])([CH3:4])([CH3:3])[CH3:2].FC(F)(F)C(O)=O.C(N)CN.O, predict the reaction product. The product is: [C:1]([NH:5][C:6]([C:8]1[C:16]2[C:11](=[N:12][CH:13]=[C:14]([C:17]3[C:25]4[C:20](=[CH:21][CH:22]=[C:23]([O:26][CH:27]([F:29])[F:28])[CH:24]=4)[N:19]([CH:30]4[CH2:35][CH2:34][N:33]([CH3:36])[CH2:32][CH2:31]4)[N:18]=3)[N:15]=2)[NH:10][CH:9]=1)=[O:7])([CH3:4])([CH3:3])[CH3:2]. (3) The product is: [CH3:27][NH:28][CH2:12][CH:13]1[O:18][C:17]2[CH:19]=[C:20]([S:23]([CH3:26])(=[O:25])=[O:24])[CH:21]=[CH:22][C:16]=2[O:15][CH2:14]1. Given the reactants CC1C=CC(S(O[CH2:12][CH:13]2[O:18][C:17]3[CH:19]=[C:20]([S:23]([CH3:26])(=[O:25])=[O:24])[CH:21]=[CH:22][C:16]=3[O:15][CH2:14]2)(=O)=O)=CC=1.[CH3:27][NH2:28].Cl, predict the reaction product. (4) The product is: [Si:20]([O:27][CH2:28][CH2:29][C:30]1[CH:31]=[CH:32][C:33]([O:36][C@@H:41]([C:43]2[S:44][CH:45]=[CH:46][CH:47]=2)[CH2:40][CH2:39][NH:38][CH3:37])=[CH:34][CH:35]=1)([C:23]([CH3:25])([CH3:26])[CH3:24])([CH3:22])[CH3:21]. Given the reactants C1(P(C2C=CC=CC=2)C2C=CC=CC=2)C=CC=CC=1.[Si:20]([O:27][CH2:28][CH2:29][C:30]1[CH:35]=[CH:34][C:33]([OH:36])=[CH:32][CH:31]=1)([C:23]([CH3:26])([CH3:25])[CH3:24])([CH3:22])[CH3:21].[CH3:37][NH:38][CH2:39][CH2:40][C@@H:41]([C:43]1[S:44][CH:45]=[CH:46][CH:47]=1)O.CCOC(/N=N/C(OCC)=O)=O, predict the reaction product. (5) Given the reactants [OH2:1].Br.[CH2:3]([O:10][C@@H:11]1[C@@H:16]([CH2:17][O:18][C:19](=[O:21])[CH3:20])[O:15][CH:14]=[CH:13][C@H:12]1[O:22][C:23](=[O:25])[CH3:24])[C:4]1[CH:9]=[CH:8][CH:7]=[CH:6][CH:5]=1.[OH2:26].C(=O)(O)[O-].[Na+], predict the reaction product. The product is: [CH2:3]([O:10][C@H:11]([C@@H:16]([CH2:17][O:18][C:19](=[O:21])[CH3:20])[OH:15])[C@H:12]([O:22][C:23](=[O:25])[CH3:24])[C@@H:13]([OH:26])[CH:14]=[O:1])[C:4]1[CH:9]=[CH:8][CH:7]=[CH:6][CH:5]=1. (6) Given the reactants Cl[C:2]1[C:7]2[S:8][C:9]3[N:10]=[C:11]([C:21]4[O:22][CH:23]=[CH:24][CH:25]=4)[C:12]4[CH2:13][CH2:14][C:15]([CH3:20])([CH3:19])[CH2:16][C:17]=4[C:18]=3[C:6]=2[N:5]=[CH:4][N:3]=1.[N:26]1([CH2:32][CH2:33][NH2:34])[CH2:31][CH2:30][O:29][CH2:28][CH2:27]1, predict the reaction product. The product is: [O:22]1[CH:23]=[CH:24][CH:25]=[C:21]1[C:11]1[C:12]2[CH2:13][CH2:14][C:15]([CH3:20])([CH3:19])[CH2:16][C:17]=2[C:18]2[C:6]3[C:7](=[C:2]([NH:34][CH2:33][CH2:32][N:26]4[CH2:31][CH2:30][O:29][CH2:28][CH2:27]4)[N:3]=[CH:4][N:5]=3)[S:8][C:9]=2[N:10]=1.